From a dataset of HIV replication inhibition screening data with 41,000+ compounds from the AIDS Antiviral Screen. Binary Classification. Given a drug SMILES string, predict its activity (active/inactive) in a high-throughput screening assay against a specified biological target. (1) The molecule is O=C(C=Cc1ccc(Cl)c(Cl)c1)Oc1ccc(C=C2CCCCC2=O)cc1. The result is 0 (inactive). (2) The molecule is O=c1c(-c2ccc(Cl)cc2)nnc2n(Cc3ccccc3)c3ccccc3n12. The result is 0 (inactive). (3) The compound is CC(c1ccccc1)N1OC12CCC1(C)C(CCCC13OCCO3)C2. The result is 0 (inactive). (4) The molecule is O=C1C(c2c[nH]c3ccccc23)=Nc2ccc(Br)cc21. The result is 0 (inactive). (5) The drug is COc1nc(NC2OCC(O)C(O)C2O)cc(=O)n1C. The result is 0 (inactive). (6) The drug is CCOC1OC(=O)C2C(c3ccccc3Cl)=NOC12. The result is 0 (inactive). (7) The compound is Br.Oc1ccc(CC2CNC(Cc3ccc(O)c(Br)c3)CN2)cc1. The result is 0 (inactive). (8) The drug is N#CC(C(=O)C(=O)C(C#N)c1ccc(Br)cc1)c1ccc(Br)cc1. The result is 0 (inactive).